This data is from Rat liver microsome stability data. The task is: Regression/Classification. Given a drug SMILES string, predict its absorption, distribution, metabolism, or excretion properties. Task type varies by dataset: regression for continuous measurements (e.g., permeability, clearance, half-life) or binary classification for categorical outcomes (e.g., BBB penetration, CYP inhibition). Dataset: rlm. The drug is NC1CN(c2cc(-c3ccsc3)ncn2)CC1c1ccc(Cl)cc1Cl. The result is 0 (unstable in rat liver microsomes).